Binary Classification. Given a miRNA mature sequence and a target amino acid sequence, predict their likelihood of interaction. From a dataset of Experimentally validated miRNA-target interactions with 360,000+ pairs, plus equal number of negative samples. (1) The miRNA is hsa-miR-181c-5p with sequence AACAUUCAACCUGUCGGUGAGU. The protein sequence of the target gene is MAAPGARRPLLLLLLAGLAHGASALFEVKNNGTTCIMASFSASFLTTYETANGSQIVNISLPASAEVLKNGSSCGKENVSDPSLTITFGRGYLLTLNFTKNTTRYSVQHMYFTYNLSDTEHFPNAISKEIYTMDSTTDIKADINKAYRCVSDIRVYMKNVTVVLRDATIQAYLSSGNFSKEETHCTQDGPSPTTGPPSPSPPLVPTNPTVSKYNVTGNNGTCLLASMALQLNITYLKKDNKTVTRAFNISPNDTSSGSCGINLVTLKVENKNRALELQFGMNASSSLFFLQGVRLNMTLP.... Result: 0 (no interaction). (2) The miRNA is hsa-miR-6075 with sequence ACGGCCCAGGCGGCAUUGGUG. The protein sequence of the target gene is MSRLGLPEEPVRNSLLDDAKARLRKYDIGGKYSHLPYNKYSVLLPLVAKEGKLHLLFTVRSEKLRRAPGEVCFPGGKRDPTDMDDAATALREAQEEVGLRPHQVEVVCCLVPCLIDTDTLITPFVGLIDHNFQAQPNPAEVKDVFLVPLAYFLHPQVHDQHYVTRLGHRFINHIFEYTNPEDGVTYQIKGMTANLAVLVAFIILEKKPTFEVQFNLNDVLASSEELFLKVHKKATSRL. Result: 0 (no interaction). (3) The miRNA is hsa-miR-616-5p with sequence ACUCAAAACCCUUCAGUGACUU. The protein sequence of the target gene is MQWSPTPGASACLGWASSLACSTAPTLLGRAGRGPLMAAKWFKEFPLNLKTVSERAKPGGGGGKLRKNSEAGGAGPGPGKGRKNSAAELGSGRAGVGPKDSRLSRDSLQGLIQAAAGKGRKNSRATEEEPHRGATKSSGCSTYINRLIKVDTQEKNGKSNYPSSSSSSSSSSSSASSSPSSLGPELDKGKIIKQQETVIILEDYADPYDAKRTKGQRDAERVGENDGYMEPYDAQQMITEIRRRGSKDPLVKALQLLDSPCEPADGGLKSETLAKRRSSKDLLGKPPQLYDTPYEPAEGG.... Result: 1 (interaction). (4) The miRNA is hsa-miR-1228-5p with sequence GUGGGCGGGGGCAGGUGUGUG. The protein sequence of the target gene is MPTESGSCSTARQAKQKRKSHSLSIRRTNSSEQERTGLPREMLEGQDSKLPSSVRSTLLELFGQIEREFENLYIENLELRREIDTLNERLAGEGQAIDGAELSKGQLKTKASHSTSQLSQKLKTTYKASTSKIVSSFKTTTSRAICQLVKEYIGHRDGIWDVSVTRTQPIVLGTASADHTALLWSIETGKCLVKYAGHVGSVNSIKFHPSEQLALTASGDQTAHIWRYVVQLPTPQPVADTSQQISGEDEIECSDKDEPDIDGDVSSDCPTVRVPLTSLKSHQGVVIAADWLVGGKQVVT.... Result: 0 (no interaction). (5) The miRNA is hsa-miR-6788-3p with sequence UUCGCCACUUCCCUCCCUGCAG. The protein sequence of the target gene is MAGSHAGTLRVLQAVDTELTADSVEWCPVEGYQHLLACGTYQLRAPRDQPALDGSEPQVRLGRLYLFSFSEHNTAKPLLEVQRRDSSAVLDMKWCHIPVSGHVLLGLANASGSIGLLRLMECENNSYTLQPISSLALDENCLSLSMDWSTGKSVRAREQPLKIISSDSKGQLHLLMVNEGTAELQLVASWPAHHFEAWIAAFNYWQTELVYSGGDDCLLRGWDTRMLGTPVFTSKRHCMGVCSIQSSPHQEHILATGSYDEHVLLWDTRNIRQPLADVPVQGGVWRLKWHPVHHHLLLAA.... Result: 0 (no interaction). (6) The miRNA is hsa-miR-548j-3p with sequence CAAAAACUGCAUUACUUUUGC. The protein sequence of the target gene is MSDTAVADTRRLNSKPQDLTDAYGPPSNFLEIDIFNPQTVGVGRARFTTYEVRMRTNLPIFKLKESCVRRRYSDFEWLKNELERDSKIVVPPLPGKALKRQLPFRGDEGIFEESFIEERRQGLEQFINKIAGHPLAQNERCLHMFLQEEAIDRNYVPGKVRQ. Result: 1 (interaction).